This data is from Full USPTO retrosynthesis dataset with 1.9M reactions from patents (1976-2016). The task is: Predict the reactants needed to synthesize the given product. Given the product [Cl:15][C:16]1[CH:21]=[C:20]([CH2:10][O:11][CH2:12][O:13][CH3:14])[CH:19]=[C:18]([O:24][CH3:25])[N:17]=1, predict the reactants needed to synthesize it. The reactants are: B(F)(F)F.CCOCC.[CH3:10][O:11][CH2:12][O:13][CH3:14].[Cl:15][C:16]1[CH:21]=[C:20](CO)[CH:19]=[C:18]([O:24][CH3:25])[N:17]=1.